From a dataset of Catalyst prediction with 721,799 reactions and 888 catalyst types from USPTO. Predict which catalyst facilitates the given reaction. Reactant: C([O:4][C:5]1[CH:25]=[CH:24][C:8]([CH2:9][N:10]([C:14]2[C:19]([N+:20]([O-])=O)=[CH:18][CH:17]=[C:16]([Br:23])[N:15]=2)[C:11](=O)[CH3:12])=[C:7]([Cl:26])[CH:6]=1)(=O)C.C(O)(=O)C.C(Cl)(Cl)Cl.CO. Product: [Br:23][C:16]1[N:15]=[C:14]2[N:10]([CH2:9][C:8]3[CH:24]=[CH:25][C:5]([OH:4])=[CH:6][C:7]=3[Cl:26])[C:11]([CH3:12])=[N:20][C:19]2=[CH:18][CH:17]=1. The catalyst class is: 8.